Dataset: Forward reaction prediction with 1.9M reactions from USPTO patents (1976-2016). Task: Predict the product of the given reaction. (1) Given the reactants [CH3:1][C:2]1[N:3]=[C:4]2[CH:12]=[CH:11][CH:10]=[C:9]3[N:5]2[C:6]=1[C:7](=[O:22])[N:8]3[CH2:13][CH2:14][CH2:15][CH2:16][NH:17][S:18]([CH3:21])(=[O:20])=[O:19].[ClH:23], predict the reaction product. The product is: [ClH:23].[CH3:1][C:2]1[N:3]=[C:4]2[CH:12]=[CH:11][CH:10]=[C:9]3[N:5]2[C:6]=1[C:7](=[O:22])[N:8]3[CH2:13][CH2:14][CH2:15][CH2:16][NH:17][S:18]([CH3:21])(=[O:19])=[O:20]. (2) Given the reactants Br[CH2:2][C:3]([C:5]1[C:10](=[O:11])[NH:9][C:8]([CH2:12][CH2:13][CH3:14])=[C:7]([C:15]([O:17][CH2:18][CH3:19])=[O:16])[CH:6]=1)=O.[S:20]1[CH:24]=[CH:23][CH:22]=[C:21]1[S:25]([CH2:28][C:29](=[S:31])[NH2:30])(=[O:27])=[O:26], predict the reaction product. The product is: [CH2:12]([C:8]1[NH:9][C:10](=[O:11])[C:5]([C:3]2[N:30]=[C:29]([CH2:28][S:25]([C:21]3[S:20][CH:24]=[CH:23][CH:22]=3)(=[O:27])=[O:26])[S:31][CH:2]=2)=[CH:6][C:7]=1[C:15]([O:17][CH2:18][CH3:19])=[O:16])[CH2:13][CH3:14]. (3) Given the reactants [Cl:1][C:2]1[CH:26]=[CH:25][C:5]([CH2:6][NH:7][C:8]([C:10]2[C:19](=[O:20])[C:18]3[C:13](=[N:14][C:15]([O:22][CH3:23])=[C:16](I)[CH:17]=3)[N:12]([CH3:24])[CH:11]=2)=[O:9])=[CH:4][CH:3]=1.C1C=CC(P(C2C=CC=CC=2)CCCP(C2C=CC=CC=2)C2C=CC=CC=2)=CC=1.[CH2:56]([OH:58])[CH3:57].C(N(CC)CC)C.CN([CH:69]=[O:70])C, predict the reaction product. The product is: [Cl:1][C:2]1[CH:26]=[CH:25][C:5]([CH2:6][NH:7][C:8]([C:10]2[C:19](=[O:20])[C:18]3[CH:17]=[C:16]([C:69]([O:58][CH2:56][CH3:57])=[O:70])[C:15]([O:22][CH3:23])=[N:14][C:13]=3[N:12]([CH3:24])[CH:11]=2)=[O:9])=[CH:4][CH:3]=1. (4) Given the reactants [OH:1][CH2:2][C:3]1[CH:4]=[C:5]2[N:10]([C:11]=1[C:12]1[CH2:13][CH2:14][N:15]([C:18]([O:20][C:21]([CH3:24])([CH3:23])[CH3:22])=[O:19])[CH2:16][CH:17]=1)[CH:9]=[CH:8][CH:7]=[CH:6]2, predict the reaction product. The product is: [CH:2]([C:3]1[CH:4]=[C:5]2[N:10]([C:11]=1[C:12]1[CH2:13][CH2:14][N:15]([C:18]([O:20][C:21]([CH3:24])([CH3:23])[CH3:22])=[O:19])[CH2:16][CH:17]=1)[CH:9]=[CH:8][CH:7]=[CH:6]2)=[O:1]. (5) Given the reactants [C:1]1(=[O:11])[C:10]2[CH2:9][CH2:8][CH2:7][CH2:6][C:5]=2[CH:4]=[CH:3][NH:2]1.C(=O)([O-])[O-].[Cs+].[Cs+].[CH2:18](Br)[C:19]1[CH:24]=[CH:23][CH:22]=[CH:21][CH:20]=1.O, predict the reaction product. The product is: [CH2:18]([N:2]1[CH:3]=[CH:4][C:5]2[CH2:6][CH2:7][CH2:8][CH2:9][C:10]=2[C:1]1=[O:11])[C:19]1[CH:24]=[CH:23][CH:22]=[CH:21][CH:20]=1.